Dataset: Reaction yield outcomes from USPTO patents with 853,638 reactions. Task: Predict the reaction yield, written as a fraction of the theoretical maximum amount of product (1.0 means a 100% yield; for example, 0.34 means a 34% yield). (1) The reactants are [OH:1][C:2]1[C:9]([OH:10])=[CH:8][CH:7]=[CH:6][C:3]=1[CH:4]=[O:5].[C:11](=O)([O-])[O-].[K+].[K+].IC.O. The catalyst is CN(C=O)C. The product is [OH:10][C:9]1[C:2]([O:1][CH3:11])=[C:3]([CH:6]=[CH:7][CH:8]=1)[CH:4]=[O:5]. The yield is 0.620. (2) The reactants are Cl[C:2]1[CH:7]=[CH:6][C:5]([CH3:8])=[CH:4][CH:3]=1.[F-].[Cs+]. The catalyst is O1CCOCC1. The product is [CH3:2][C:2]1[CH:7]=[CH:6][C:5]([C:8]2[CH:7]=[CH:6][C:5]([CH3:8])=[CH:4][CH:3]=2)=[CH:4][CH:3]=1. The yield is 0.660. (3) The reactants are [CH3:1][C:2]1([CH3:30])[NH:7][C:6](=[O:8])[C:5]2[S:9][C:10]([N:12]3[C:17]4[CH:18]=[C:19]([NH:22][C:23]5[CH:24]=[N:25][C:26]([CH3:29])=[CH:27][CH:28]=5)[CH:20]=[CH:21][C:16]=4[O:15][CH2:14][CH2:13]3)=[N:11][C:4]=2[CH2:3]1.C=O.[CH2:33]([Sn](Cl)(Cl)CCCC)CCC.C1([SiH3])C=CC=CC=1. The catalyst is C1COCC1. The product is [CH3:1][C:2]1([CH3:30])[NH:7][C:6](=[O:8])[C:5]2[S:9][C:10]([N:12]3[C:17]4[CH:18]=[C:19]([N:22]([CH3:33])[C:23]5[CH:24]=[N:25][C:26]([CH3:29])=[CH:27][CH:28]=5)[CH:20]=[CH:21][C:16]=4[O:15][CH2:14][CH2:13]3)=[N:11][C:4]=2[CH2:3]1. The yield is 0.340. (4) The reactants are [C:1]([C:3]1[CH:4]=[C:5]([CH:9]=[CH:10][CH:11]=1)[C:6](O)=[O:7])#[N:2].C(N(CC)CC)C.ClC(OCC)=O.O.[NH2:26][NH2:27]. The catalyst is O1CCCC1. The product is [C:1]([C:3]1[CH:4]=[C:5]([CH:9]=[CH:10][CH:11]=1)[C:6]([NH:26][NH2:27])=[O:7])#[N:2]. The yield is 0.300. (5) The reactants are [C:1]([C:3]1[C:4]([C:9]2[CH:14]=[CH:13][CH:12]=[CH:11][CH:10]=2)=[N:5][O:6][C:7]=1[CH3:8])#[CH:2].I[C:16]1[NH:17][CH:18]=[CH:19][N:20]=1. No catalyst specified. The product is [NH:17]1[CH:18]=[CH:19][N:20]=[C:16]1[C:2]#[C:1][C:3]1[C:4]([C:9]2[CH:14]=[CH:13][CH:12]=[CH:11][CH:10]=2)=[N:5][O:6][C:7]=1[CH3:8]. The yield is 0.770. (6) The reactants are C[O:2][C:3]([C:5]1[CH:6]=[C:7]([I:16])[CH:8]=[C:9]2[C:14]=1[O:13][CH:12]([CH3:15])[CH:11]=[CH:10]2)=[O:4]. The catalyst is [OH-].[K+]. The product is [I:16][C:7]1[CH:8]=[C:9]2[C:14](=[C:5]([C:3]([OH:4])=[O:2])[CH:6]=1)[O:13][CH:12]([CH3:15])[CH:11]=[CH:10]2. The yield is 0.710. (7) The reactants are C[O:2][C:3]([C:5]1[S:6][C:7]([C:10]2[CH:15]=[CH:14][N:13]=[CH:12][CH:11]=2)=[CH:8][CH:9]=1)=[O:4].CO.[Li+].[OH-]. The catalyst is C1COCC1.O. The product is [N:13]1[CH:12]=[CH:11][C:10]([C:7]2[S:6][C:5]([C:3]([OH:4])=[O:2])=[CH:9][CH:8]=2)=[CH:15][CH:14]=1. The yield is 0.680.